Dataset: Reaction yield outcomes from USPTO patents with 853,638 reactions. Task: Predict the reaction yield, written as a fraction of the theoretical maximum amount of product (1.0 means a 100% yield; for example, 0.34 means a 34% yield). (1) The catalyst is C(OCC)(=O)C.C([O-])(O)=O.[Na+]. The reactants are [C:1]1([CH2:13][NH:14][C@H:15]2[CH2:19][CH2:18][C@@H:17]([C:20]([OH:22])=[O:21])[CH2:16]2)[CH:6]=[CH:5][C:4]([C:7]2[CH:12]=[CH:11][CH:10]=[CH:9][CH:8]=2)=[CH:3][CH:2]=1.[CH3:23][C:24]([O:27][C:28](O[C:28]([O:27][C:24]([CH3:26])([CH3:25])[CH3:23])=[O:29])=[O:29])([CH3:26])[CH3:25].Cl. The product is [C:1]1([CH2:13][N:14]([C:28]([O:27][C:24]([CH3:26])([CH3:25])[CH3:23])=[O:29])[C@H:15]2[CH2:19][CH2:18][C@@H:17]([C:20]([OH:22])=[O:21])[CH2:16]2)[CH:2]=[CH:3][C:4]([C:7]2[CH:12]=[CH:11][CH:10]=[CH:9][CH:8]=2)=[CH:5][CH:6]=1. The yield is 0.320. (2) The reactants are [Cl:1][C:2]1[CH:3]=[C:4]([CH:9]=[CH:10][CH:11]=1)[C:5]([NH:7][NH2:8])=[O:6].[Br:12][CH:13]([CH3:24])[C:14](OCC)(OCC)OCC. No catalyst specified. The product is [Br:12][CH:13]([C:24]1[O:6][C:5]([C:4]2[CH:9]=[CH:10][CH:11]=[C:2]([Cl:1])[CH:3]=2)=[N:7][N:8]=1)[CH3:14]. The yield is 0.320. (3) The reactants are [CH3:1][C@:2]12[C@@:19]3([CH3:20])[C@@H:10]([C@:11]4([CH3:33])[C@@H:16]([CH2:17][CH2:18]3)[C:15]([CH3:22])([CH3:21])[C:14]([C:23]3[CH:32]=[CH:31][C:26]([C:27]([O:29]C)=[O:28])=[CH:25][CH:24]=3)=[CH:13][CH2:12]4)[CH2:9][CH2:8][C@@H:7]1[C@H:6]1[C@H:34]([C:37]([CH3:39])=[CH2:38])[CH2:35][CH2:36][C@:5]1([NH:40][CH2:41][CH2:42][NH:43][S:44]([CH3:47])(=[O:46])=[O:45])[CH2:4][CH2:3]2.[OH-].[Na+]. The catalyst is O1CCOCC1. The product is [CH3:1][C@:2]12[C@@:19]3([CH3:20])[C@@H:10]([C@:11]4([CH3:33])[C@@H:16]([CH2:17][CH2:18]3)[C:15]([CH3:21])([CH3:22])[C:14]([C:23]3[CH:32]=[CH:31][C:26]([C:27]([OH:29])=[O:28])=[CH:25][CH:24]=3)=[CH:13][CH2:12]4)[CH2:9][CH2:8][C@@H:7]1[C@H:6]1[C@H:34]([C:37]([CH3:39])=[CH2:38])[CH2:35][CH2:36][C@:5]1([NH:40][CH2:41][CH2:42][NH:43][S:44]([CH3:47])(=[O:46])=[O:45])[CH2:4][CH2:3]2. The yield is 0.450. (4) The catalyst is CO.C1COCC1. The product is [N:1]1([C:6]([O:8][C:9]2[CH:14]=[CH:13][C:12]([CH2:15][C@H:16]([NH:24][C:25]3[C:30]([NH:31][S:32]([CH3:35])(=[O:34])=[O:33])=[CH:29][N:28]=[C:27]([N:40]([CH2:41][CH3:42])[CH2:43][CH3:44])[N:26]=3)[C:17]([O:19][C:20]([CH3:23])([CH3:22])[CH3:21])=[O:18])=[CH:11][CH:10]=2)=[O:7])[CH2:2][CH2:3][CH2:4][CH2:5]1. The yield is 0.860. The reactants are [N:1]1([C:6]([O:8][C:9]2[CH:14]=[CH:13][C:12]([CH2:15][C@H:16]([NH:24][C:25]3[C:30]([N:31](S(C)(=O)=O)[S:32]([CH3:35])(=[O:34])=[O:33])=[CH:29][N:28]=[C:27]([N:40]([CH2:43][CH3:44])[CH2:41][CH3:42])[N:26]=3)[C:17]([O:19][C:20]([CH3:23])([CH3:22])[CH3:21])=[O:18])=[CH:11][CH:10]=2)=[O:7])[CH2:5][CH2:4][CH2:3][CH2:2]1.C([O-])([O-])=O.[K+].[K+].Cl. (5) The reactants are [CH3:1][C:2]1[C:20]([C:21]2[S:22][C:23]([C:32]3[N:36]=[CH:35][NH:34][N:33]=3)=[C:24]([C:26]3[CH:31]=[CH:30][CH:29]=[CH:28][CH:27]=3)[N:25]=2)=[C:5]2[CH:6]=[C:7]([O:10][CH2:11][CH2:12][N:13]3[CH2:18][CH2:17][NH:16][C:15](=[O:19])[CH2:14]3)[CH:8]=[CH:9][N:4]2[N:3]=1.[C:37]1([CH3:47])[CH:42]=[CH:41][C:40]([S:43]([OH:46])(=[O:45])=[O:44])=[CH:39][CH:38]=1.CCO. The catalyst is CCOC(C)=O. The product is [C:37]1([CH3:47])[CH:38]=[CH:39][C:40]([S:43]([OH:46])(=[O:44])=[O:45])=[CH:41][CH:42]=1.[CH3:1][C:2]1[C:20]([C:21]2[S:22][C:23]([C:32]3[N:36]=[CH:35][NH:34][N:33]=3)=[C:24]([C:26]3[CH:31]=[CH:30][CH:29]=[CH:28][CH:27]=3)[N:25]=2)=[C:5]2[CH:6]=[C:7]([O:10][CH2:11][CH2:12][N:13]3[CH2:18][CH2:17][NH:16][C:15](=[O:19])[CH2:14]3)[CH:8]=[CH:9][N:4]2[N:3]=1. The yield is 0.680. (6) The reactants are [N+:1]([C:4]1[C:5]([OH:19])=[C:6]([C:10]([N:12]2[CH2:17][CH2:16][N:15]([CH3:18])[CH2:14][CH2:13]2)=[O:11])[CH:7]=[CH:8][CH:9]=1)([O-])=O. The catalyst is [Pt].CO. The product is [NH2:1][C:4]1[C:5]([OH:19])=[C:6]([C:10]([N:12]2[CH2:13][CH2:14][N:15]([CH3:18])[CH2:16][CH2:17]2)=[O:11])[CH:7]=[CH:8][CH:9]=1. The yield is 0.280. (7) The reactants are [N+:1]([C:4]1[CH:12]=[CH:11][C:10]([C:13]([NH2:15])=[O:14])=[C:9]2[C:5]=1[CH:6]=[C:7]([C:16]1[CH:21]=[CH:20][CH:19]=[CH:18][CH:17]=1)[NH:8]2)([O-])=O. The catalyst is CO.[Pd]. The product is [NH2:1][C:4]1[CH:12]=[CH:11][C:10]([C:13]([NH2:15])=[O:14])=[C:9]2[C:5]=1[CH:6]=[C:7]([C:16]1[CH:17]=[CH:18][CH:19]=[CH:20][CH:21]=1)[NH:8]2. The yield is 0.800.